This data is from Full USPTO retrosynthesis dataset with 1.9M reactions from patents (1976-2016). The task is: Predict the reactants needed to synthesize the given product. Given the product [NH2:23][CH2:22][C:21]1[CH:24]=[CH:25][CH:26]=[CH:27][C:20]=1[CH2:19][N:18]1[C:17]2[CH:28]=[CH:29][CH:30]=[CH:31][C:16]=2[N:15]=[C:14]1[CH2:13][N:2]([CH3:1])[CH:3]1[C:12]2[N:11]=[CH:10][CH:9]=[CH:8][C:7]=2[CH2:6][CH2:5][CH2:4]1, predict the reactants needed to synthesize it. The reactants are: [CH3:1][N:2]([CH2:13][C:14]1[N:18]([CH2:19][C:20]2[CH:27]=[CH:26][CH:25]=[CH:24][C:21]=2[C:22]#[N:23])[C:17]2[CH:28]=[CH:29][CH:30]=[CH:31][C:16]=2[N:15]=1)[CH:3]1[C:12]2[N:11]=[CH:10][CH:9]=[CH:8][C:7]=2[CH2:6][CH2:5][CH2:4]1.NCC1C=CC(CN2C3C=CC=CC=3N=C2CN(C)C2C3N=CC=CC=3CCC2)=CC=1.